Dataset: Reaction yield outcomes from USPTO patents with 853,638 reactions. Task: Predict the reaction yield, written as a fraction of the theoretical maximum amount of product (1.0 means a 100% yield; for example, 0.34 means a 34% yield). (1) The reactants are C(N1CCN(C2SC(C(O)=O)=C(C)N=2)C1=O)C1C=CC=CC=1.[F:23][CH:24]([F:46])[C:25]1[O:29][C:28]([CH2:30][N:31]2[CH2:35][CH2:34][N:33]([C:36]3[S:37][C:38]([C:42]([OH:44])=O)=[C:39]([CH3:41])[N:40]=3)[C:32]2=[O:45])=[CH:27][CH:26]=1.[NH2:47][CH2:48][C:49]1[CH:50]=[N:51][CH:52]=[CH:53][CH:54]=1. No catalyst specified. The product is [F:23][CH:24]([F:46])[C:25]1[O:29][C:28]([CH2:30][N:31]2[CH2:35][CH2:34][N:33]([C:36]3[S:37][C:38]([C:42]([NH:47][CH2:48][C:49]4[CH:50]=[N:51][CH:52]=[CH:53][CH:54]=4)=[O:44])=[C:39]([CH3:41])[N:40]=3)[C:32]2=[O:45])=[CH:27][CH:26]=1. The yield is 0.590. (2) The reactants are [N+:1]([C:4]1[CH:9]=[CH:8][C:7]([S:10]([CH3:18])(=[N:12][C:13](=[O:17])[CH2:14][O:15][CH3:16])=[O:11])=[CH:6][CH:5]=1)([O-])=O. The catalyst is C(O)C.[Pd]. The product is [NH2:1][C:4]1[CH:9]=[CH:8][C:7]([S:10]([CH3:18])(=[N:12][C:13](=[O:17])[CH2:14][O:15][CH3:16])=[O:11])=[CH:6][CH:5]=1. The yield is 0.530. (3) The reactants are [F:1][C:2]([F:9])([F:8])[C:3]1[CH:4]=[N:5][NH:6][CH:7]=1.Br[CH2:11][C:12]([O:14][C:15]([CH3:18])([CH3:17])[CH3:16])=[O:13]. No catalyst specified. The product is [C:15]([O:14][C:12](=[O:13])[CH2:11][N:5]1[CH:4]=[C:3]([C:2]([F:9])([F:8])[F:1])[CH:7]=[N:6]1)([CH3:18])([CH3:17])[CH3:16]. The yield is 0.240. (4) The reactants are [F:1][C:2]1[CH:7]=[CH:6][CH:5]=[C:4]([F:8])[C:3]=1[N:9]1[C:14]2[N:15]=[C:16]([S:37][CH3:38])[N:17]=[C:18]([C:19]3[CH:20]=[C:21]([CH:33]=[CH:34][C:35]=3[CH3:36])[C:22]([NH:24][CH2:25][CH2:26][C:27]3[CH:32]=[CH:31][CH:30]=[CH:29][CH:28]=3)=[O:23])[C:13]=2[CH:12]=[CH:11][C:10]1=[O:39].C1C=C(Cl)C=C(C(OO)=[O:48])C=1. The catalyst is ClCCl. The product is [F:8][C:4]1[CH:5]=[CH:6][CH:7]=[C:2]([F:1])[C:3]=1[N:9]1[C:14]2[N:15]=[C:16]([S:37]([CH3:38])=[O:48])[N:17]=[C:18]([C:19]3[CH:20]=[C:21]([CH:33]=[CH:34][C:35]=3[CH3:36])[C:22]([NH:24][CH2:25][CH2:26][C:27]3[CH:28]=[CH:29][CH:30]=[CH:31][CH:32]=3)=[O:23])[C:13]=2[CH:12]=[CH:11][C:10]1=[O:39]. The yield is 0.760.